Dataset: Cav3 T-type calcium channel HTS with 100,875 compounds. Task: Binary Classification. Given a drug SMILES string, predict its activity (active/inactive) in a high-throughput screening assay against a specified biological target. The compound is O=c1[nH][nH]c(=O)c2c1cc(N1CCCC1)cc2. The result is 0 (inactive).